From a dataset of Forward reaction prediction with 1.9M reactions from USPTO patents (1976-2016). Predict the product of the given reaction. (1) Given the reactants Cl[C:2]1[N:3]=[C:4]([N:13]2[CH2:18][CH2:17][O:16][CH2:15][CH2:14]2)[C:5]2[S:10][C:9]([CH:11]=[O:12])=[CH:8][C:6]=2[N:7]=1.[NH:19]1[C:27]2[CH:26]=[CH:25][CH:24]=[C:23](B(O)O)[C:22]=2[CH:21]=[CH:20]1.C(=O)([O-])O.[Na+], predict the reaction product. The product is: [NH:19]1[C:27]2[C:22](=[C:23]([C:2]3[N:3]=[C:4]([N:13]4[CH2:18][CH2:17][O:16][CH2:15][CH2:14]4)[C:5]4[S:10][C:9]([CH:11]=[O:12])=[CH:8][C:6]=4[N:7]=3)[CH:24]=[CH:25][CH:26]=2)[CH:21]=[CH:20]1. (2) Given the reactants C([Li])CCC.C(NC(C)C)(C)C.[CH2:13]([CH:15]([CH2:19][CH2:20][CH2:21][CH3:22])[C:16]([OH:18])=[O:17])[CH3:14].[CH2:23]=[O:24].[Cl-].[NH4+].Cl, predict the reaction product. The product is: [CH2:13]([C:15]([CH2:23][OH:24])([CH2:19][CH2:20][CH2:21][CH3:22])[C:16]([OH:18])=[O:17])[CH3:14]. (3) Given the reactants [F:1][C:2]1[CH:3]=[C:4]([CH:9]=[CH:10][C:11]=1[CH3:12])[C:5]([O:7][CH3:8])=[O:6].[Br:13]N1C(=O)CCC1=O.C(OOC(=O)C1C=CC=CC=1)(=O)C1C=CC=CC=1, predict the reaction product. The product is: [Br:13][CH2:12][C:11]1[CH:10]=[CH:9][C:4]([C:5]([O:7][CH3:8])=[O:6])=[CH:3][C:2]=1[F:1]. (4) Given the reactants [Br:1][C:2]1[CH:7]=[C:6]([CH3:8])[C:5]([N:9]2[C:13]3[N:14]=[C:15]([CH3:19])[N:16]=[C:17](Cl)[C:12]=3[C:11]([CH3:20])=[CH:10]2)=[C:4]([CH3:21])[CH:3]=1.[NH:22]1[CH2:27][CH:26]=[C:25]([CH2:28][CH2:29][OH:30])[CH2:24][CH2:23]1.C(N(CC)C(C)C)(C)C, predict the reaction product. The product is: [Br:1][C:2]1[CH:7]=[C:6]([CH3:8])[C:5]([N:9]2[C:13]3[N:14]=[C:15]([CH3:19])[N:16]=[C:17]([N:22]4[CH2:23][CH:24]=[C:25]([CH2:28][CH2:29][OH:30])[CH2:26][CH2:27]4)[C:12]=3[C:11]([CH3:20])=[CH:10]2)=[C:4]([CH3:21])[CH:3]=1. (5) Given the reactants C(=O)([O-])[O-].[K+].[K+].I[CH2:8][CH3:9].[OH:10][C:11]1[CH:12]=[C:13]([CH2:17][C:18]([OH:20])=[O:19])[CH:14]=[CH:15][CH:16]=1.[CH3:21][C:22](=O)CC, predict the reaction product. The product is: [CH2:21]([O:10][C:11]1[CH:12]=[C:13]([CH2:17][C:18]([O:20][CH2:8][CH3:9])=[O:19])[CH:14]=[CH:15][CH:16]=1)[CH3:22]. (6) Given the reactants [F:1][C:2]([F:14])([F:13])[C:3]1[NH:4][C:5](=O)[C:6]2[NH:7][CH:8]=[N:9][C:10]=2[N:11]=1.O=S(Cl)[Cl:17], predict the reaction product. The product is: [Cl:17][C:5]1[N:4]=[C:3]([C:2]([F:14])([F:13])[F:1])[N:11]=[C:10]2[C:6]=1[NH:7][CH:8]=[N:9]2. (7) The product is: [CH2:6]([O:8][C:9]([C:11]1[C:12]2[N:13]=[CH:14][CH:15]=[N:16][C:17]=2[C:18]([C:21]2[C:26]([F:27])=[C:25]([O:28][CH3:29])[CH:24]=[C:23]([O:30][CH3:31])[C:22]=2[Cl:4])=[CH:19][CH:20]=1)=[O:10])[CH3:7]. Given the reactants S(Cl)([Cl:4])(=O)=O.[CH2:6]([O:8][C:9]([C:11]1[C:12]2[N:13]=[CH:14][CH:15]=[N:16][C:17]=2[C:18]([C:21]2[C:26]([F:27])=[C:25]([O:28][CH3:29])[CH:24]=[C:23]([O:30][CH3:31])[C:22]=2F)=[CH:19][CH:20]=1)=[O:10])[CH3:7], predict the reaction product.